From a dataset of Cav3 T-type calcium channel HTS with 100,875 compounds. Binary Classification. Given a drug SMILES string, predict its activity (active/inactive) in a high-throughput screening assay against a specified biological target. (1) The compound is Clc1c(NC(=O)COC(=O)/C=C(/C)C)nc(c(Cl)c1)C. The result is 0 (inactive). (2) The drug is S(=O)(=O)(N(CC(=O)Nc1ccc(c2sc3c(n2)ccc(c3)C)cc1)c1cc(ccc1)C)C. The result is 0 (inactive). (3) The compound is s1c(C(Oc2ccc(CCC)cc2)=O)ccc1. The result is 0 (inactive). (4) The compound is S(=O)(=O)(N1CCC(CC1)C(=O)NCc1cc(F)ccc1)Cc1ccccc1. The result is 0 (inactive).